Task: Predict the reactants needed to synthesize the given product.. Dataset: Full USPTO retrosynthesis dataset with 1.9M reactions from patents (1976-2016) (1) Given the product [C:23]([NH:26][NH:27][C:16](=[O:18])[CH2:15][N:11]1[C:12]([CH2:13][CH3:14])=[C:8]([O:7][C:6]2[CH:5]=[CH:4][C:3]([C:1]#[N:2])=[CH:22][CH:21]=2)[C:9]([CH2:19][CH3:20])=[N:10]1)(=[O:25])[CH3:24], predict the reactants needed to synthesize it. The reactants are: [C:1]([C:3]1[CH:22]=[CH:21][C:6]([O:7][C:8]2[C:9]([CH2:19][CH3:20])=[N:10][N:11]([CH2:15][C:16]([OH:18])=O)[C:12]=2[CH2:13][CH3:14])=[CH:5][CH:4]=1)#[N:2].[C:23]([NH:26][NH2:27])(=[O:25])[CH3:24].Cl.CN(C)CCCN=C=NCC.O.ON1C2C=CC=CC=2N=N1.CN1CCOCC1. (2) Given the product [CH2:18]([C:20]1[CH:25]=[CH:24][C:23]([NH:26][C:27](=[O:28])[O:10][CH2:9][CH2:8][C:7]([CH3:12])([CH3:11])[C:6]([NH:5][CH2:4][C:3]2[CH:14]=[CH:15][CH:16]=[CH:17][C:2]=2[Cl:1])=[O:13])=[CH:22][CH:21]=1)[CH3:19], predict the reactants needed to synthesize it. The reactants are: [Cl:1][C:2]1[CH:17]=[CH:16][CH:15]=[CH:14][C:3]=1[CH2:4][NH:5][C:6](=[O:13])[C:7]([CH3:12])([CH3:11])[CH2:8][CH2:9][OH:10].[CH2:18]([C:20]1[CH:25]=[CH:24][C:23]([N:26]=[C:27]=[O:28])=[CH:22][CH:21]=1)[CH3:19].